This data is from Forward reaction prediction with 1.9M reactions from USPTO patents (1976-2016). The task is: Predict the product of the given reaction. (1) Given the reactants [OH:1][C@@H:2]([C@H:10]([C:12]1C=CC=CC=1)C)[C:3]([O:5][CH2:6][CH2:7][CH2:8][CH3:9])=S.C([OH:20])C, predict the reaction product. The product is: [OH:1][C@@H:2]([CH2:10][CH3:12])[C:3]([O:5][CH2:6][CH2:7][CH2:8][CH3:9])=[O:20]. (2) Given the reactants [N:1]1([CH2:7][CH2:8][NH2:9])[CH2:6][CH2:5][O:4][CH2:3][CH2:2]1.[Cl:10][C:11]1[CH:16]=[CH:15][N:14]=[C:13]2[CH:17]=[C:18]([C:20]([O-])=[O:21])[S:19][C:12]=12.[Li+], predict the reaction product. The product is: [N:1]1([CH2:7][CH2:8][NH:9][C:20]([C:18]2[S:19][C:12]3[C:13](=[N:14][CH:15]=[CH:16][C:11]=3[Cl:10])[CH:17]=2)=[O:21])[CH2:6][CH2:5][O:4][CH2:3][CH2:2]1. (3) Given the reactants [CH3:1][C:2]1[C:7]([S:8][Si](C(C)C)(C(C)C)C(C)C)=[CH:6][CH:5]=[CH:4][C:3]=1[N:19]1[C:23](=[O:24])[N:22]([CH3:25])[N:21]=[N:20]1.[F-].[Cs+].[CH3:28]N(C)C=O.CI, predict the reaction product. The product is: [CH3:1][C:2]1[C:7]([S:8][CH3:28])=[CH:6][CH:5]=[CH:4][C:3]=1[N:19]1[C:23](=[O:24])[N:22]([CH3:25])[N:21]=[N:20]1. (4) The product is: [O:9]1[C:8]2[CH:7]=[CH:6][CH:5]=[C:4]([NH2:1])[C:12]=2[O:11][CH2:10]1. Given the reactants [N+:1]([C:4]1[C:12]2[O:11][CH2:10][O:9][C:8]=2[CH:7]=[CH:6][CH:5]=1)([O-])=O, predict the reaction product. (5) Given the reactants [CH2:1]([O:3][C:4]1[CH:9]=[C:8]([O:10]CC2C=CC(OC)=CC=2)[N:7]=[CH:6][C:5]=1[C:20]1[CH:25]=[CH:24][C:23]([CH2:26][C:27]([NH:29][C:30]2[CH:35]=[C:34]([C:36]([F:39])([F:38])[F:37])[CH:33]=[C:32]([C:40]3[O:41][C:42]([CH3:45])=[N:43][N:44]=3)[CH:31]=2)=[O:28])=[C:22]([F:46])[CH:21]=1)[CH3:2], predict the reaction product. The product is: [CH2:1]([O:3][C:4]1[C:5]([C:20]2[CH:25]=[CH:24][C:23]([CH2:26][C:27]([NH:29][C:30]3[CH:35]=[C:34]([C:36]([F:38])([F:39])[F:37])[CH:33]=[C:32]([C:40]4[O:41][C:42]([CH3:45])=[N:43][N:44]=4)[CH:31]=3)=[O:28])=[C:22]([F:46])[CH:21]=2)=[CH:6][NH:7][C:8](=[O:10])[CH:9]=1)[CH3:2]. (6) Given the reactants C(N(CC)CC)C.[CH:8]([C:10]1[C:18]2[C:13](=[CH:14][CH:15]=[CH:16][CH:17]=2)[N:12](C(OC(C)(C)C)=O)[CH:11]=1)=[O:9].[CH:26](=[N:33][C:34]1[CH:35]=[N:36][C:37]([O:42][CH2:43][CH3:44])=[C:38]([O:40][CH3:41])[CH:39]=1)[C:27]1[CH:32]=[CH:31][CH:30]=[CH:29][CH:28]=1, predict the reaction product. The product is: [CH2:43]([O:42][C:37]1[N:36]=[CH:35][C:34]([NH:33][CH:26]([C:27]2[CH:32]=[CH:31][CH:30]=[CH:29][CH:28]=2)[C:8]([C:10]2[C:18]3[C:13](=[CH:14][CH:15]=[CH:16][CH:17]=3)[NH:12][CH:11]=2)=[O:9])=[CH:39][C:38]=1[O:40][CH3:41])[CH3:44].